Dataset: Reaction yield outcomes from USPTO patents with 853,638 reactions. Task: Predict the reaction yield, written as a fraction of the theoretical maximum amount of product (1.0 means a 100% yield; for example, 0.34 means a 34% yield). (1) The reactants are [F:1][C:2]1[CH:3]=[C:4]([C:10]2[C:15]([C:16]3[CH:21]=[CH:20][C:19]([O:22][CH3:23])=[CH:18][CH:17]=3)=[N:14][NH:13][C:12](=[O:24])[CH:11]=2)[CH:5]=[CH:6][C:7]=1[O:8][CH3:9].[CH2:25](Br)[C:26]1[CH:31]=[CH:30][CH:29]=[CH:28][CH:27]=1. No catalyst specified. The product is [CH2:25]([N:13]1[C:12](=[O:24])[CH:11]=[C:10]([C:4]2[CH:5]=[CH:6][C:7]([O:8][CH3:9])=[C:2]([F:1])[CH:3]=2)[C:15]([C:16]2[CH:17]=[CH:18][C:19]([O:22][CH3:23])=[CH:20][CH:21]=2)=[N:14]1)[C:26]1[CH:31]=[CH:30][CH:29]=[CH:28][CH:27]=1. The yield is 0.956. (2) The reactants are [C:1]([N:8]1[CH2:16][CH2:15][CH:11]([C:12](O)=[O:13])[CH2:10][CH2:9]1)([O:3][C:4]([CH3:7])([CH3:6])[CH3:5])=[O:2].[CH3:17][N:18](C(ON1N=NC2C=CC=NC1=2)=[N+](C)C)[CH3:19].F[P-](F)(F)(F)(F)F.CCN(C(C)C)C(C)C.Cl.CNC. The catalyst is C(Cl)(Cl)Cl.CN(C=O)C. The product is [C:4]([O:3][C:1]([N:8]1[CH2:16][CH2:15][CH:11]([C:12](=[O:13])[N:18]([CH3:19])[CH3:17])[CH2:10][CH2:9]1)=[O:2])([CH3:7])([CH3:6])[CH3:5]. The yield is 0.700. (3) The reactants are Br[C:2]1[C:10]2[O:9][C:8]([CH3:12])([CH3:11])[CH2:7][C:6]=2[C:5]([CH3:13])=[C:4]([NH:14][C:15](=[O:21])[CH2:16][C:17]([CH3:20])([CH3:19])[CH3:18])[C:3]=1[CH3:22].[CH3:23][C:24]1[CH:29]=[CH:28][C:27]([OH:30])=[CH:26][CH:25]=1. The catalyst is CCCCCC. The product is [CH3:18][C:17]([CH3:20])([CH3:19])[CH2:16][C:15]([NH:14][C:4]1[C:3]([CH3:22])=[C:2]([O:30][C:27]2[CH:28]=[CH:29][C:24]([CH3:23])=[CH:25][CH:26]=2)[C:10]2[O:9][C:8]([CH3:12])([CH3:11])[CH2:7][C:6]=2[C:5]=1[CH3:13])=[O:21]. The yield is 0.190. (4) The reactants are [C:9](O[C:9]([O:11][C:12]([CH3:15])([CH3:14])[CH3:13])=[O:10])([O:11][C:12]([CH3:15])([CH3:14])[CH3:13])=[O:10].C(N(CC)CC)C.Cl.[NH2:24][C@@H:25]([CH2:30][C:31]1[CH:36]=[CH:35][CH:34]=[CH:33][CH:32]=1)[C:26](=[O:29])[CH2:27][Cl:28]. The catalyst is C1(C)C=CC=CC=1. The product is [C:12]([O:11][C:9]([NH:24][C@@H:25]([CH2:30][C:31]1[CH:36]=[CH:35][CH:34]=[CH:33][CH:32]=1)[C:26](=[O:29])[CH2:27][Cl:28])=[O:10])([CH3:13])([CH3:14])[CH3:15]. The yield is 0.810. (5) The catalyst is C(Cl)Cl. The yield is 0.160. The reactants are Cl[C:2](=[CH2:5])[C:3]#[N:4].[CH2:6]([O:13][N:14]1[C:20](=[O:21])[N:19]2[CH2:22][C@H:15]1[CH2:16][CH2:17][C@H:18]2[C:23](Cl)=[N:24][OH:25])[C:7]1[CH:12]=[CH:11][CH:10]=[CH:9][CH:8]=1. The product is [CH2:6]([O:13][N:14]1[C:20](=[O:21])[N:19]2[CH2:22][C@H:15]1[CH2:16][CH2:17][C@H:18]2[C:23]1[CH:5]=[C:2]([C:3]#[N:4])[O:25][N:24]=1)[C:7]1[CH:12]=[CH:11][CH:10]=[CH:9][CH:8]=1. (6) The reactants are [CH2:1]([O:5][C:6]1[N:14]=[C:13]2[C:9]([N:10]=[CH:11][N:12]2[CH2:15][C:16]2[CH:21]=[CH:20][CH:19]=[C:18]([CH2:22]O)[CH:17]=2)=[C:8]([NH2:24])[N:7]=1)[CH2:2][CH2:3][CH3:4].[CH2:25]([N:27](CC)CC)C.S(Cl)(C1C=CC(C)=CC=1)(=O)=O.[C-]#N.[Na+]. The catalyst is CN(C=O)C.N1C=CC=CC=1. The product is [CH2:1]([O:5][C:6]1[N:14]=[C:13]2[C:9]([N:10]=[CH:11][N:12]2[CH2:15][C:16]2[CH:21]=[CH:20][CH:19]=[C:18]([CH2:22][C:25]#[N:27])[CH:17]=2)=[C:8]([NH2:24])[N:7]=1)[CH2:2][CH2:3][CH3:4]. The yield is 0.440. (7) The yield is 0.320. The product is [O:31]=[C:30]1[C:29]2[C:24](=[CH:25][CH:26]=[CH:27][CH:28]=2)[NH:23][CH:22]=[C:21]1[C:19]([NH:18][C:15]1[CH:16]=[C:17]2[C:12]([CH2:11][CH2:10][CH2:9][NH:8]2)=[CH:13][CH:14]=1)=[O:20]. The catalyst is C(Cl)Cl. The reactants are C(OC([N:8]1[C:17]2[C:12](=[CH:13][CH:14]=[C:15]([NH:18][C:19]([C:21]3[C:30](=[O:31])[C:29]4[C:24](=[CH:25][CH:26]=[CH:27][CH:28]=4)[NH:23][CH:22]=3)=[O:20])[CH:16]=2)[CH2:11][CH2:10][CH2:9]1)=O)(C)(C)C.C(O)(C(F)(F)F)=O. (8) The reactants are [Cl:1][C:2]1[CH:7]=[CH:6][CH:5]=[C:4]([Cl:8])[C:3]=1[S:9][CH2:10][C:11]1[C:15]([C:16](OC)=[O:17])=[C:14]([CH:20]([CH3:22])[CH3:21])[O:13][N:12]=1.[H-].C([Al+]CC(C)C)C(C)C.C1(C)C=CC=CC=1.[C@H](O)(C([O-])=O)[C@@H](O)C([O-])=O.[Na+].[K+]. The catalyst is O1CCCC1.C(OCC)(=O)C.CO. The product is [Cl:8][C:4]1[CH:5]=[CH:6][CH:7]=[C:2]([Cl:1])[C:3]=1[S:9][CH2:10][C:11]1[C:15]([CH2:16][OH:17])=[C:14]([CH:20]([CH3:22])[CH3:21])[O:13][N:12]=1. The yield is 0.930. (9) The reactants are Cl.[CH:2]1[C:15]2[NH:14][C:13]3[C:8](=[CH:9][CH:10]=[CH:11][CH:12]=3)[S:7][C:6]=2[CH:5]=[CH:4][C:3]=1[C:16]1[N:17]=[C:18]([CH2:21][NH2:22])[S:19][CH:20]=1.[C:23](Cl)(=[O:29])[CH2:24][CH2:25][CH2:26][CH2:27][CH3:28].C(Cl)(=O)C. No catalyst specified. The product is [CH:2]1[C:15]2[NH:14][C:13]3[C:8](=[CH:9][CH:10]=[CH:11][CH:12]=3)[S:7][C:6]=2[CH:5]=[CH:4][C:3]=1[C:16]1[N:17]=[C:18]([CH2:21][NH:22][C:23](=[O:29])[CH2:24][CH2:25][CH2:26][CH2:27][CH3:28])[S:19][CH:20]=1. The yield is 0.407.